This data is from Forward reaction prediction with 1.9M reactions from USPTO patents (1976-2016). The task is: Predict the product of the given reaction. (1) Given the reactants [Cl:1][C:2]1[CH:8]=[C:7]([O:9][C:10]2[C:19]3[C:14](=[CH:15][C:16]([O:22][CH3:23])=[C:17]([O:20][CH3:21])[CH:18]=3)[N:13]=[CH:12][N:11]=2)[CH:6]=[CH:5][C:3]=1[NH2:4].C1(C)C=CC=CC=1.C(N(CC)CC)C.Cl[C:39](Cl)([O:41]C(=O)OC(Cl)(Cl)Cl)Cl.[CH3:50][C:51]1[CH:59]=[CH:58][C:54]([CH:55]([OH:57])[CH3:56])=[CH:53][CH:52]=1, predict the reaction product. The product is: [Cl:1][C:2]1[CH:8]=[C:7]([O:9][C:10]2[C:19]3[C:14](=[CH:15][C:16]([O:22][CH3:23])=[C:17]([O:20][CH3:21])[CH:18]=3)[N:13]=[CH:12][N:11]=2)[CH:6]=[CH:5][C:3]=1[NH:4][C:39](=[O:41])[O:57][CH:55]([C:54]1[CH:58]=[CH:59][C:51]([CH3:50])=[CH:52][CH:53]=1)[CH3:56]. (2) Given the reactants Cl[C:2]1[N:3]=[C:4]([NH:21][C:22]2[CH:30]=[CH:29][CH:28]=[C:27]([F:31])[C:23]=2[C:24](N)=[O:25])[C:5]2[CH:10]=[CH:9][N:8]([S:11]([C:14]3[CH:19]=[CH:18][C:17]([CH3:20])=[CH:16][CH:15]=3)(=[O:13])=[O:12])[C:6]=2[N:7]=1.[CH3:32][N:33]([CH2:35][C:36]([N:38]1[C:46]2[C:41](=[CH:42][C:43]([O:48][CH3:49])=[C:44]([NH2:47])[CH:45]=2)[CH2:40][CH2:39]1)=[O:37])[CH3:34].Cl.ClCCl, predict the reaction product. The product is: [CH3:32][N:33]([CH3:34])[CH2:35][C:36]([N:38]1[C:46]2[C:41](=[CH:42][C:43]([O:48][CH3:49])=[C:44]([NH:47][C:2]3[N:3]4[C:4](=[N:21][C:22]5[C:23]([C:24]4=[O:25])=[C:27]([F:31])[CH:28]=[CH:29][CH:30]=5)[C:5]4[CH:10]=[CH:9][N:8]([S:11]([C:14]5[CH:19]=[CH:18][C:17]([CH3:20])=[CH:16][CH:15]=5)(=[O:12])=[O:13])[C:6]=4[N:7]=3)[CH:45]=2)[CH2:40][CH2:39]1)=[O:37]. (3) Given the reactants [N:1]1[C:6]2[CH2:7][NH:8][CH2:9][C:5]=2[C:4]([NH:10][C:11]2[CH:12]=[N:13][C:14]3[C:19]([CH:20]=2)=[CH:18][CH:17]=[CH:16][CH:15]=3)=[N:3][CH:2]=1.[CH:21]1([C:24]2[CH:31]=[CH:30][CH:29]=[CH:28][C:25]=2[CH:26]=O)[CH2:23][CH2:22]1.ClCCCl.CO.C(O[BH-](OC(=O)C)OC(=O)C)(=O)C.[Na+], predict the reaction product. The product is: [CH:21]1([C:24]2[CH:31]=[CH:30][CH:29]=[CH:28][C:25]=2[CH2:26][N:8]2[CH2:9][C:5]3[C:4]([NH:10][C:11]4[CH:12]=[N:13][C:14]5[C:19]([CH:20]=4)=[CH:18][CH:17]=[CH:16][CH:15]=5)=[N:3][CH:2]=[N:1][C:6]=3[CH2:7]2)[CH2:23][CH2:22]1. (4) Given the reactants [NH2:1][C:2]1[CH:3]=[N:4][C:5]2[C:10]([C:11]=1[NH:12][NH:13][C:14]([O:16][C:17]([CH3:20])([CH3:19])[CH3:18])=[O:15])=[CH:9][CH:8]=[CH:7][CH:6]=2.Cl.CN(C)CCCN=C=NCC.CN1CCOCC1.[CH3:40][C:41]1([CH2:46][CH2:47][C:48](O)=[O:49])[O:45][CH2:44][CH2:43][O:42]1, predict the reaction product. The product is: [CH3:40][C:41]1([CH2:46][CH2:47][C:48]([NH:1][C:2]2[CH:3]=[N:4][C:5]3[C:10]([C:11]=2[NH:12][NH:13][C:14]([O:16][C:17]([CH3:20])([CH3:19])[CH3:18])=[O:15])=[CH:9][CH:8]=[CH:7][CH:6]=3)=[O:49])[O:45][CH2:44][CH2:43][O:42]1. (5) Given the reactants [NH2:1][C:2]1[C:7](Br)=[N:6][C:5]([Br:9])=[CH:4][N:3]=1.[CH2:10]([O:12][C:13]([N:15]1[CH2:20][CH2:19][CH:18]([NH2:21])[CH2:17][CH2:16]1)=[O:14])[CH3:11], predict the reaction product. The product is: [NH2:1][C:2]1[C:7]([NH:21][CH:18]2[CH2:17][CH2:16][N:15]([C:13]([O:12][CH2:10][CH3:11])=[O:14])[CH2:20][CH2:19]2)=[N:6][C:5]([Br:9])=[CH:4][N:3]=1. (6) Given the reactants [CH3:1][C:2]1[N:7]=[C:6]([C:8](=[N:10][OH:11])[NH2:9])[CH:5]=[C:4]([C:12]2[CH:17]=[CH:16][CH:15]=[CH:14][C:13]=2[CH3:18])[N:3]=1.[C:19](N1C=CN=C1)(N1C=CN=C1)=[O:20].N12CCCN=C1CCCCC2.Cl, predict the reaction product. The product is: [CH3:1][C:2]1[N:7]=[C:6]([C:8]2[NH:10][O:11][C:19](=[O:20])[N:9]=2)[CH:5]=[C:4]([C:12]2[CH:17]=[CH:16][CH:15]=[CH:14][C:13]=2[CH3:18])[N:3]=1. (7) Given the reactants [Br:1][C:2]1[CH:3]=[CH:4][C:5]([CH:8]=[N:9][OH:10])=[N:6][CH:7]=1.[Cl:11]N1C(=O)CCC1=O, predict the reaction product. The product is: [Br:1][C:2]1[CH:3]=[CH:4][C:5]([C:8]([Cl:11])=[N:9][OH:10])=[N:6][CH:7]=1.